The task is: Regression. Given a peptide amino acid sequence and an MHC pseudo amino acid sequence, predict their binding affinity value. This is MHC class I binding data.. This data is from Peptide-MHC class I binding affinity with 185,985 pairs from IEDB/IMGT. (1) The peptide sequence is FSFEIALLK. The MHC is HLA-A02:06 with pseudo-sequence HLA-A02:06. The binding affinity (normalized) is 0.445. (2) The peptide sequence is SPVIVNGAM. The MHC is HLA-A69:01 with pseudo-sequence HLA-A69:01. The binding affinity (normalized) is 0.397. (3) The peptide sequence is KMQRMLLEK. The MHC is HLA-A11:01 with pseudo-sequence HLA-A11:01. The binding affinity (normalized) is 0.595. (4) The peptide sequence is LVSSGNTLY. The MHC is HLA-B51:01 with pseudo-sequence HLA-B51:01. The binding affinity (normalized) is 0.213. (5) The peptide sequence is TTLLSLTFIR. The MHC is HLA-A68:01 with pseudo-sequence HLA-A68:01. The binding affinity (normalized) is 0.607. (6) The peptide sequence is KFNPMKTYI. The MHC is HLA-B51:01 with pseudo-sequence HLA-B51:01. The binding affinity (normalized) is 0.